Dataset: Full USPTO retrosynthesis dataset with 1.9M reactions from patents (1976-2016). Task: Predict the reactants needed to synthesize the given product. (1) Given the product [C:16]([C:12]1[CH:11]=[C:10]([CH:9]([CH3:20])[C:8]([OH:7])=[O:1])[CH:15]=[CH:14][CH:13]=1)([CH3:18])=[CH2:17], predict the reactants needed to synthesize it. The reactants are: [OH-:1].[Na+].C([O:7][CH2:8][CH2:9][C:10]1[CH:15]=[CH:14][CH:13]=[C:12]([C:16]([CH3:18])=[CH2:17])[CH:11]=1)(=O)CC.O1CCOC[CH2:20]1. (2) Given the product [C:23]([N:22]([C:26]1[CH:31]=[CH:30][C:29]([Cl:32])=[CH:28][CH:27]=1)[C@H:15]1[C:16]2[C:21](=[CH:20][CH:19]=[CH:18][CH:17]=2)[N:12]([C:10]([C:9]2[CH:8]=[CH:7][C:6]([O:5][CH2:4][CH2:3][CH2:2][NH:1][CH2:37][C:38]([OH:40])=[O:39])=[CH:35][CH:34]=2)=[O:11])[C@@H:13]([CH3:33])[CH2:14]1)(=[O:25])[CH3:24], predict the reactants needed to synthesize it. The reactants are: [NH2:1][CH2:2][CH2:3][CH2:4][O:5][C:6]1[CH:35]=[CH:34][C:9]([C:10]([N:12]2[C:21]3[C:16](=[CH:17][CH:18]=[CH:19][CH:20]=3)[C@H:15]([N:22]([C:26]3[CH:31]=[CH:30][C:29]([Cl:32])=[CH:28][CH:27]=3)[C:23](=[O:25])[CH3:24])[CH2:14][C@@H:13]2[CH3:33])=[O:11])=[CH:8][CH:7]=1.Br[CH2:37][C:38]([O:40]CC)=[O:39].C(=O)([O-])[O-].[K+].[K+]. (3) Given the product [CH3:1][C:2]1[C:10]([O:11][C@@H:12]2[CH2:17][CH2:16][C@H:15]([N:18]3[C:19](=[O:28])[C:20]4[C:25](=[CH:24][CH:23]=[CH:22][CH:21]=4)[C:26]3=[O:27])[CH2:14][CH2:13]2)=[CH:9][CH:8]=[C:7]2[C:3]=1[CH:4]=[N:5][N:6]2[CH:30]1[CH2:31][CH2:32][CH2:33][CH2:34][O:29]1, predict the reactants needed to synthesize it. The reactants are: [CH3:1][C:2]1[C:10]([O:11][C@@H:12]2[CH2:17][CH2:16][C@H:15]([N:18]3[C:26](=[O:27])[C:25]4[C:20](=[CH:21][CH:22]=[CH:23][CH:24]=4)[C:19]3=[O:28])[CH2:14][CH2:13]2)=[CH:9][CH:8]=[C:7]2[C:3]=1[CH:4]=[N:5][NH:6]2.[O:29]1[CH:34]=[CH:33][CH2:32][CH2:31][CH2:30]1.O.C1(C)C=CC(S(O)(=O)=O)=CC=1. (4) Given the product [C:4]([O:3][C:1]([N:8]1[CH2:16][CH2:15][CH:11]([C:12]([O:14][CH3:17])=[O:13])[CH2:10][CH2:9]1)=[O:2])([CH3:7])([CH3:6])[CH3:5], predict the reactants needed to synthesize it. The reactants are: [C:1]([N:8]1[CH2:16][CH2:15][CH:11]([C:12]([OH:14])=[O:13])[CH2:10][CH2:9]1)([O:3][C:4]([CH3:7])([CH3:6])[CH3:5])=[O:2].[CH3:17][Si](C=[N+]=[N-])(C)C. (5) Given the product [C:12]1([O:11][C:9](=[O:10])[NH:7][C:5]2[O:6][C:2]([CH3:1])=[N:3][N:4]=2)[CH:17]=[CH:16][CH:15]=[CH:14][CH:13]=1, predict the reactants needed to synthesize it. The reactants are: [CH3:1][C:2]1[O:6][C:5]([NH2:7])=[N:4][N:3]=1.Cl[C:9]([O:11][C:12]1[CH:17]=[CH:16][CH:15]=[CH:14][CH:13]=1)=[O:10]. (6) Given the product [F:1][C:2]1[CH:7]=[CH:6][CH:5]=[C:4]([F:8])[C:3]=1[CH2:9][C:10]([O:12][CH:14]([C:15](=[O:16])[C:17]1[CH:22]=[CH:21][CH:20]=[CH:19][CH:18]=1)[CH3:23])=[O:11], predict the reactants needed to synthesize it. The reactants are: [F:1][C:2]1[CH:7]=[CH:6][CH:5]=[C:4]([F:8])[C:3]=1[CH2:9][C:10]([OH:12])=[O:11].Br[CH:14]([CH3:23])[C:15]([C:17]1[CH:22]=[CH:21][CH:20]=[CH:19][CH:18]=1)=[O:16].C(N(CC)CC)C. (7) The reactants are: [NH2:1][C:2]1[CH:3]=[C:4]([C:8]2[CH:13]=[CH:12][C:11]([CH2:14][C@@H:15]([NH:22][C:23](=[O:30])[CH2:24][CH2:25][C:26]([O:28][CH3:29])=[O:27])[CH2:16][C:17]([O:19][CH2:20][CH3:21])=[O:18])=[CH:10][CH:9]=2)[CH:5]=[CH:6][CH:7]=1.CCN(CC)CC.[CH3:38][C:39](OC(C)=O)=[O:40]. Given the product [C:39]([NH:1][C:2]1[CH:3]=[C:4]([C:8]2[CH:9]=[CH:10][C:11]([CH2:14][C@@H:15]([NH:22][C:23](=[O:30])[CH2:24][CH2:25][C:26]([O:28][CH3:29])=[O:27])[CH2:16][C:17]([O:19][CH2:20][CH3:21])=[O:18])=[CH:12][CH:13]=2)[CH:5]=[CH:6][CH:7]=1)(=[O:40])[CH3:38], predict the reactants needed to synthesize it.